From a dataset of Forward reaction prediction with 1.9M reactions from USPTO patents (1976-2016). Predict the product of the given reaction. (1) Given the reactants [Cl:1][C:2]1[CH:3]=[C:4]2[N:25]=[C:24]([O:26][C@H:27]3[C@H:31]4[O:32][CH2:33][C@@H:34]([OH:35])[C@H:30]4[O:29][CH2:28]3)[N:23]([CH2:36][O:37][CH2:38][CH2:39][Si:40]([CH3:43])([CH3:42])[CH3:41])[C:5]2=[N:6][C:7]=1[C:8]1[CH:13]=[CH:12][C:11](B2OC(C)(C)C(C)(C)O2)=[CH:10][CH:9]=1.Br[C:45]1[N:50]=[N:49][C:48]([N:51]=[S:52]([CH3:55])([CH3:54])=[O:53])=[CH:47][CH:46]=1, predict the reaction product. The product is: [Cl:1][C:2]1[CH:3]=[C:4]2[N:25]=[C:24]([O:26][C@@H:27]3[CH2:28][O:29][C@@H:30]4[C@H:34]([OH:35])[CH2:33][O:32][C@H:31]34)[N:23]([CH2:36][O:37][CH2:38][CH2:39][Si:40]([CH3:42])([CH3:41])[CH3:43])[C:5]2=[N:6][C:7]=1[C:8]1[CH:13]=[CH:12][C:11]([C:45]2[N:50]=[N:49][C:48]([N:51]=[S:52]([CH3:55])([CH3:54])=[O:53])=[CH:47][CH:46]=2)=[CH:10][CH:9]=1. (2) Given the reactants [C:1]([O:5][C:6]([NH:8][CH2:9][CH2:10][OH:11])=[O:7])([CH3:4])([CH3:3])[CH3:2].[O:12]1[C:16]2[CH:17]=[CH:18][C:19]([S:21]([N:24]([CH2:29][C@H:30]3[O:34][C:33]([CH3:36])([CH3:35])[N:32]([C:37]([O:39][C@@H:40]4[C@H:47]5[C@H:43]([O:44][CH2:45][CH2:46]5)[O:42][CH2:41]4)=[O:38])[C@H:31]3[CH2:48][C:49]3[CH:54]=[CH:53][C:52](O)=[CH:51][CH:50]=3)[CH2:25][CH:26]([CH3:28])[CH3:27])(=[O:23])=[O:22])=[CH:20][C:15]=2[O:14][CH2:13]1, predict the reaction product. The product is: [O:12]1[C:16]2[CH:17]=[CH:18][C:19]([S:21]([N:24]([CH2:29][C@H:30]3[O:34][C:33]([CH3:36])([CH3:35])[N:32]([C:37]([O:39][C@@H:40]4[C@H:47]5[C@H:43]([O:44][CH2:45][CH2:46]5)[O:42][CH2:41]4)=[O:38])[C@H:31]3[CH2:48][C:49]3[CH:50]=[CH:51][C:52]([O:11][CH2:10][CH2:9][NH:8][C:6]([O:5][C:1]([CH3:4])([CH3:3])[CH3:2])=[O:7])=[CH:53][CH:54]=3)[CH2:25][CH:26]([CH3:27])[CH3:28])(=[O:23])=[O:22])=[CH:20][C:15]=2[O:14][CH2:13]1. (3) The product is: [CH2:73]([O:72][C:70]([NH:62][C@@H:63]([CH:64]([CH3:66])[CH3:65])[C:67]([O:30][CH2:29][C@@H:4]1[C@@H:3]([O:2][C:1]([O:38][CH2:39][C:40]2[CH:45]=[CH:44][CH:43]=[CH:42][CH:41]=2)=[O:46])[CH2:7][C@H:6]([N:8]2[CH:13]=[C:12]3[CH:14]=[C:15]([C:17]4[CH:18]=[CH:19][C:20]([CH2:23][CH2:24][CH2:25][CH2:26][CH3:27])=[CH:21][CH:22]=4)[O:16][C:11]3=[N:10][C:9]2=[O:28])[O:5]1)=[O:68])=[O:71])[C:74]1[CH:79]=[CH:78][CH:77]=[CH:76][CH:75]=1. Given the reactants [C:1](=[O:46])([O:38][CH2:39][C:40]1[CH:45]=[CH:44][CH:43]=[CH:42][CH:41]=1)[O:2][C@H:3]1[CH2:7][C@H:6]([N:8]2[CH:13]=[C:12]3[CH:14]=[C:15]([C:17]4[CH:22]=[CH:21][C:20]([CH2:23][CH2:24][CH2:25][CH2:26][CH3:27])=[CH:19][CH:18]=4)[O:16][C:11]3=[N:10][C:9]2=[O:28])[O:5][C@@H:4]1[CH2:29][O:30][Si](C(C)(C)C)(C)C.C1CCC(N=C=NC2CCCCC2)CC1.[NH:62]([C:70]([O:72][CH2:73][C:74]1[CH:79]=[CH:78][CH:77]=[CH:76][CH:75]=1)=[O:71])[C@H:63]([C:67](O)=[O:68])[CH:64]([CH3:66])[CH3:65], predict the reaction product.